Dataset: Full USPTO retrosynthesis dataset with 1.9M reactions from patents (1976-2016). Task: Predict the reactants needed to synthesize the given product. Given the product [Br:3][C:4]1[CH:15]=[CH:14][C:7]([C:8](=[O:9])[CH3:1])=[CH:6][C:5]=1[CH3:16], predict the reactants needed to synthesize it. The reactants are: [CH3:1][Li].[Br:3][C:4]1[CH:15]=[CH:14][C:7]([C:8](N(OC)C)=[O:9])=[CH:6][C:5]=1[CH3:16].